Predict which catalyst facilitates the given reaction. From a dataset of Catalyst prediction with 721,799 reactions and 888 catalyst types from USPTO. (1) Reactant: Br[CH:2]1[CH:11]([CH3:12])[CH2:10][C:9]2[N:8]=[C:7]([CH3:13])[CH:6]=[CH:5][C:4]=2[C:3]1=[O:14].C(=O)([O-])[O-].[Li+].[Li+].[Br-].[Li+]. Product: [OH:14][C:3]1[CH:2]=[C:11]([CH3:12])[CH:10]=[C:9]2[C:4]=1[CH:5]=[CH:6][C:7]([CH3:13])=[N:8]2. The catalyst class is: 3. (2) Reactant: [N+:1]([C:4]1[CH:5]=[C:6]([CH:8]=[CH:9][CH:10]=1)[NH2:7])([O-:3])=[O:2].C([N:14]1[C:22]2[C:17](=[CH:18][C:19]([C:23](Cl)=[O:24])=[CH:20][CH:21]=2)[C:16]([C:26]2[CH:31]=[CH:30][C:29]([F:32])=[CH:28][CH:27]=2)=[N:15]1)(=O)C.O. Product: [F:32][C:29]1[CH:28]=[CH:27][C:26]([C:16]2[C:17]3[C:22](=[CH:21][CH:20]=[C:19]([C:23]([NH:7][C:6]4[CH:8]=[CH:9][CH:10]=[C:4]([N+:1]([O-:3])=[O:2])[CH:5]=4)=[O:24])[CH:18]=3)[NH:14][N:15]=2)=[CH:31][CH:30]=1. The catalyst class is: 17. (3) The catalyst class is: 1. Reactant: [C:1]([O:5][C:6]([N:8]1[CH2:11][CH2:10][CH:9]1[C:12](O)=[O:13])=[O:7])([CH3:4])([CH3:3])[CH3:2]. Product: [OH:13][CH2:12][CH:9]1[CH2:10][CH2:11][N:8]1[C:6]([O:5][C:1]([CH3:4])([CH3:3])[CH3:2])=[O:7]. (4) Reactant: F[C:2]1[C:20]([C:21]2[CH:22]=[C:23]3[C:28](=[CH:29][CH:30]=2)[N:27]=[C:26]([NH:31][CH3:32])[N:25]=[CH:24]3)=[C:19]([CH3:33])[CH:18]=[CH:17][C:3]=1[C:4](=S)[NH:5][C:6]1[CH:11]=[CH:10][CH:9]=[C:8]([O:12][CH:13]([CH3:15])[CH3:14])[CH:7]=1.O.[NH2:35][NH2:36]. Product: [CH:13]([O:12][C:8]1[CH:7]=[C:6]([NH:5][C:4]2[C:3]3[C:2](=[C:20]([C:21]4[CH:22]=[C:23]5[C:28](=[CH:29][CH:30]=4)[N:27]=[C:26]([NH:31][CH3:32])[N:25]=[CH:24]5)[C:19]([CH3:33])=[CH:18][CH:17]=3)[NH:36][N:35]=2)[CH:11]=[CH:10][CH:9]=1)([CH3:15])[CH3:14]. The catalyst class is: 51. (5) Reactant: [CH2:1]([C:17]1([CH3:75])[CH2:26][CH2:25][C:24]2[C:19](=[C:20]([CH3:74])[C:21]([CH3:73])=[C:22]([O:28][CH2:29][CH2:30][O:31][C:32](=[O:72])[NH:33][CH2:34][CH2:35][CH2:36][CH2:37][CH2:38][C:39]([N:41]3[CH2:45][CH:44]([OH:46])[CH2:43][CH:42]3[CH:47]([C:66]3[CH:71]=[CH:70][CH:69]=[CH:68][CH:67]=3)[O:48][CH:49]([C:58]3[CH:63]=[CH:62][C:61]([O:64][CH3:65])=[CH:60][CH:59]=3)[C:50]3[CH:55]=[CH:54][C:53]([O:56][CH3:57])=[CH:52][CH:51]=3)=[O:40])[C:23]=2[CH3:27])[O:18]1)[CH2:2][CH2:3][CH2:4][CH2:5][CH2:6][CH2:7][CH2:8][CH2:9][CH2:10][CH2:11][CH2:12][CH2:13][CH2:14][CH2:15][CH3:16].[C:76]1(=[O:82])[O:81][C:79](=[O:80])[CH2:78][CH2:77]1.C(N(CC)CC)C. Product: [CH3:57][O:56][C:53]1[CH:54]=[CH:55][C:50]([CH:49]([C:58]2[CH:59]=[CH:60][C:61]([O:64][CH3:65])=[CH:62][CH:63]=2)[O:48][CH:47]([C:66]2[CH:71]=[CH:70][CH:69]=[CH:68][CH:67]=2)[CH:42]2[N:41]([C:39](=[O:40])[CH2:38][CH2:37][CH2:36][CH2:35][CH2:34][NH:33][C:32]([O:31][CH2:30][CH2:29][O:28][C:22]3[C:23]([CH3:27])=[C:24]4[C:19](=[C:20]([CH3:74])[C:21]=3[CH3:73])[O:18][C:17]([CH2:1][CH2:2][CH2:3][CH2:4][CH2:5][CH2:6][CH2:7][CH2:8][CH2:9][CH2:10][CH2:11][CH2:12][CH2:13][CH2:14][CH2:15][CH3:16])([CH3:75])[CH2:26][CH2:25]4)=[O:72])[CH2:45][CH:44]([O:46][C:76](=[O:82])[CH2:77][CH2:78][C:79]([OH:81])=[O:80])[CH2:43]2)=[CH:51][CH:52]=1. The catalyst class is: 166. (6) Reactant: [NH2:1][CH2:2][CH2:3][O:4][C:5]1[C:10]([O:11][CH2:12][CH3:13])=[CH:9][C:8]([CH:14]2[C:23]3[C:22](=[O:24])[CH2:21][CH:20]([CH2:25][CH2:26][CH3:27])[CH2:19][C:18]=3[NH:17][C:16]([CH3:28])=[C:15]2[C:29]#[N:30])=[CH:7][C:6]=1[Br:31].C(N(CC)CC)C.[CH3:39][S:40](Cl)(=[O:42])=[O:41]. Product: [Br:31][C:6]1[CH:7]=[C:8]([CH:14]2[C:23]3[C:22](=[O:24])[CH2:21][CH:20]([CH2:25][CH2:26][CH3:27])[CH2:19][C:18]=3[NH:17][C:16]([CH3:28])=[C:15]2[C:29]#[N:30])[CH:9]=[C:10]([O:11][CH2:12][CH3:13])[C:5]=1[O:4][CH2:3][CH2:2][NH:1][S:40]([CH3:39])(=[O:42])=[O:41]. The catalyst class is: 4. (7) Reactant: [F:1][C:2]1[CH:23]=[CH:22][C:5]([O:6][C:7]2[CH:21]=[CH:20][C:10]([O:11][CH:12]3[CH:17]4[CH2:18][CH2:19][N:14]([CH2:15][CH2:16]4)[CH2:13]3)=[CH:9][CH:8]=2)=[CH:4][CH:3]=1.[ClH:24].O1CCOCC1. Product: [ClH:24].[F:1][C:2]1[CH:23]=[CH:22][C:5]([O:6][C:7]2[CH:21]=[CH:20][C:10]([O:11][CH:12]3[CH:17]4[CH2:18][CH2:19][N:14]([CH2:15][CH2:16]4)[CH2:13]3)=[CH:9][CH:8]=2)=[CH:4][CH:3]=1. The catalyst class is: 13.